Dataset: Full USPTO retrosynthesis dataset with 1.9M reactions from patents (1976-2016). Task: Predict the reactants needed to synthesize the given product. (1) The reactants are: [CH3:1][N:2]1[C:6]([N:7]2[CH2:12][CH2:11][CH2:10][C@H:9]([NH:13]C(=O)OC(C)(C)C)[CH2:8]2)=[C:5]([NH2:21])[CH:4]=[N:3]1.C(OC([NH:29][C:30]1[S:34][C:33]([C:35]2[C:40]([F:41])=[CH:39][CH:38]=[CH:37][C:36]=2[F:42])=[N:32][C:31]=1[C:43](O)=[O:44])=O)(C)(C)C.CN(C(ON1N=NC2C=CC=NC1=2)=[N+](C)C)C.F[P-](F)(F)(F)(F)F. Given the product [NH2:29][C:30]1[S:34][C:33]([C:35]2[C:40]([F:41])=[CH:39][CH:38]=[CH:37][C:36]=2[F:42])=[N:32][C:31]=1[C:43]([NH:21][C:5]1[CH:4]=[N:3][N:2]([CH3:1])[C:6]=1[N:7]1[CH2:12][CH2:11][CH2:10][C@H:9]([NH2:13])[CH2:8]1)=[O:44], predict the reactants needed to synthesize it. (2) Given the product [CH:21]([O:23][C:7]1[CH:6]=[CH:5][CH:4]=[CH:3][C:2]=1[Br:1])([O:22][C:13]1[CH:14]=[CH:15][CH:16]=[CH:17][C:12]=1[Br:11])[CH3:20], predict the reactants needed to synthesize it. The reactants are: [Br:1][C:2]1[CH:7]=[CH:6][C:5](OC=C)=[CH:4][CH:3]=1.[Br:11][C:12]1[CH:17]=[CH:16][C:15](O)=[CH:14][CH:13]=1.F[C:20](F)(F)[C:21]([OH:23])=[O:22]. (3) Given the product [Cl:1][C:2]1[CH:3]=[CH:4][C:5]([NH:15][C:16]2[CH:17]=[C:18]3[C:22](=[CH:23][CH:24]=2)[C:21](=[O:25])[N:20]([C:26]2[CH:31]=[CH:30][CH:29]=[CH:28][CH:27]=2)[C:19]3=[O:32])=[C:6]([CH:14]=1)[C:7]([OH:9])=[O:8], predict the reactants needed to synthesize it. The reactants are: [Cl:1][C:2]1[CH:3]=[CH:4][C:5]([NH:15][C:16]2[CH:17]=[C:18]3[C:22](=[CH:23][CH:24]=2)[C:21](=[O:25])[N:20]([C:26]2[CH:31]=[CH:30][CH:29]=[CH:28][CH:27]=2)[C:19]3=[O:32])=[C:6]([CH:14]=1)[C:7]([O:9]C(C)(C)C)=[O:8].FC(F)(F)C(O)=O. (4) Given the product [F:11][C:9]([F:10])([F:12])[C:7]1[CH:6]=[C:5]([C:13]([CH3:43])([CH3:42])[C:14]([N:16]([CH3:41])[C:17]2[C:18]([C:34]3[CH:39]=[CH:38][CH:37]=[CH:36][C:35]=3[CH3:40])=[CH:19][C:20]([N:23]3[CH2:27][C@@H:26]([F:52])[CH2:25][C@H:24]3[CH2:29][O:30][C:31](=[O:33])[CH3:32])=[N:21][CH:22]=2)=[O:15])[CH:4]=[C:3]([C:2]([F:1])([F:44])[F:45])[CH:8]=1, predict the reactants needed to synthesize it. The reactants are: [F:1][C:2]([F:45])([F:44])[C:3]1[CH:4]=[C:5]([C:13]([CH3:43])([CH3:42])[C:14]([N:16]([CH3:41])[C:17]2[C:18]([C:34]3[CH:39]=[CH:38][CH:37]=[CH:36][C:35]=3[CH3:40])=[CH:19][C:20]([N:23]3[CH2:27][C@H:26](O)[CH2:25][C@H:24]3[CH2:29][O:30][C:31](=[O:33])[CH3:32])=[N:21][CH:22]=2)=[O:15])[CH:6]=[C:7]([C:9]([F:12])([F:11])[F:10])[CH:8]=1.C(N(S(F)(F)[F:52])CC)C. (5) Given the product [I:18][C:4]1[CH:5]=[CH:6][C:7]([NH:9][CH3:10])=[N:8][C:3]=1[O:2][CH3:1], predict the reactants needed to synthesize it. The reactants are: [CH3:1][O:2][C:3]1[N:8]=[C:7]([NH:9][CH3:10])[CH:6]=[CH:5][CH:4]=1.C1C(=O)N([I:18])C(=O)C1. (6) Given the product [F:11][C:10]1[CH:9]=[C:8]2[C:4]([C:5]([CH3:12])=[N:6][NH:7]2)=[CH:3][C:2]=1[C:13]#[N:14], predict the reactants needed to synthesize it. The reactants are: Br[C:2]1[CH:3]=[C:4]2[C:8](=[CH:9][C:10]=1[F:11])[NH:7][N:6]=[C:5]2[CH3:12].[CH3:13][N:14](C=O)C. (7) Given the product [CH2:1]([O:3][C:4]([N:6]1[CH:11]2[CH2:12][CH2:13][CH:7]1[CH2:8][C:9](=[C:14]([C:15]1[CH:20]=[CH:19][C:18]([C:21](=[O:25])[NH:22][CH2:23][CH3:24])=[CH:17][CH:16]=1)[C:29]1[CH:28]=[N:27][CH:32]=[CH:31][CH:30]=1)[CH2:10]2)=[O:5])[CH3:2], predict the reactants needed to synthesize it. The reactants are: [CH2:1]([O:3][C:4]([N:6]1[CH:11]2[CH2:12][CH2:13][CH:7]1[CH2:8][C:9](=[C:14](Br)[C:15]1[CH:20]=[CH:19][C:18]([C:21](=[O:25])[NH:22][CH2:23][CH3:24])=[CH:17][CH:16]=1)[CH2:10]2)=[O:5])[CH3:2].[N:27]1[CH:32]=[CH:31][CH:30]=[C:29](B(O)O)[CH:28]=1.C([O-])(O)=O.[Na+]. (8) Given the product [CH2:22]([O:29][C:30]([NH:32][CH:33]([CH2:44][CH2:45][P:46]([O:1][C:2]1[CH:7]=[CH:6][CH:5]=[C:4]([CH2:8][C:9]([O:11][CH2:12][C:13]2[CH:14]=[CH:15][CH:16]=[CH:17][CH:18]=2)=[O:10])[CH:3]=1)([O:48][CH3:49])=[O:47])[C:34]([O:36][CH2:37][C:38]1[CH:43]=[CH:42][CH:41]=[CH:40][CH:39]=1)=[O:35])=[O:31])[C:23]1[CH:24]=[CH:25][CH:26]=[CH:27][CH:28]=1, predict the reactants needed to synthesize it. The reactants are: [OH:1][C:2]1[CH:3]=[C:4]([CH2:8][C:9]([O:11][CH2:12][C:13]2[CH:18]=[CH:17][CH:16]=[CH:15][CH:14]=2)=[O:10])[CH:5]=[CH:6][CH:7]=1.ClCCl.[CH2:22]([O:29][C:30]([NH:32][CH:33]([CH2:44][CH2:45][P:46](OCl)([O:48][CH3:49])=[O:47])[C:34]([O:36][CH2:37][C:38]1[CH:43]=[CH:42][CH:41]=[CH:40][CH:39]=1)=[O:35])=[O:31])[C:23]1[CH:28]=[CH:27][CH:26]=[CH:25][CH:24]=1.C(N(CC)CC)C. (9) Given the product [F:1][C:2]1[CH:3]=[C:4]([CH:7]=[CH:8][CH:9]=1)[CH2:5][O:10][C:11]1[CH:18]=[CH:17][C:14]([CH:15]=[O:16])=[CH:13][CH:12]=1, predict the reactants needed to synthesize it. The reactants are: [F:1][C:2]1[CH:3]=[C:4]([CH:7]=[CH:8][CH:9]=1)[CH2:5]Cl.[OH:10][C:11]1[CH:18]=[CH:17][C:14]([CH:15]=[O:16])=[CH:13][CH:12]=1.[OH-].[Na+]. (10) Given the product [CH3:1][O:8][CH2:9][CH2:10][CH2:11][C:12]1[N:13]=[N+:14]([O-:22])[C:15]2[CH:21]=[CH:20][CH:19]=[CH:18][C:16]=2[N:17]=1, predict the reactants needed to synthesize it. The reactants are: [CH3:1][Si](C=[N+]=[N-])(C)C.[OH:8][CH2:9][CH2:10][CH2:11][C:12]1[N:13]=[N+:14]([O-:22])[C:15]2[CH:21]=[CH:20][CH:19]=[CH:18][C:16]=2[N:17]=1.[H+].[B-](F)(F)(F)F.